This data is from Full USPTO retrosynthesis dataset with 1.9M reactions from patents (1976-2016). The task is: Predict the reactants needed to synthesize the given product. (1) Given the product [CH2:34]([O:28][C@H:10]([C:7]1[CH:8]=[CH:9][C:4]([F:3])=[CH:5][CH:6]=1)[CH2:11][CH2:12][CH2:13][C:14]([N:16]1[C@@H:20]([C:21]2[CH:22]=[CH:23][CH:24]=[CH:25][CH:26]=2)[CH2:19][O:18][C:17]1=[O:27])=[O:15])[C:35]1[CH:40]=[CH:39][CH:38]=[CH:37][CH:36]=1, predict the reactants needed to synthesize it. The reactants are: [H-].[Na+].[F:3][C:4]1[CH:9]=[CH:8][C:7]([C@@H:10]([OH:28])[CH2:11][CH2:12][CH2:13][C:14]([N:16]2[C@@H:20]([C:21]3[CH:26]=[CH:25][CH:24]=[CH:23][CH:22]=3)[CH2:19][O:18][C:17]2=[O:27])=[O:15])=[CH:6][CH:5]=1.CN(C)C=O.[CH2:34](Br)[C:35]1[CH:40]=[CH:39][CH:38]=[CH:37][CH:36]=1. (2) Given the product [F:17][C:18]1[CH:19]=[CH:20][C:21]([C:29]([F:32])([F:30])[F:31])=[C:22]([C@H:24]2[CH2:28][CH2:27][CH2:26][N:25]2[C:2]2[CH:7]=[CH:6][N:5]3[N:8]=[CH:9][C:10]([C:11]([O:13][CH2:14][CH3:15])=[O:12])=[C:4]3[N:3]=2)[CH:23]=1, predict the reactants needed to synthesize it. The reactants are: Cl[C:2]1[CH:7]=[CH:6][N:5]2[N:8]=[CH:9][C:10]([C:11]([O:13][CH2:14][CH3:15])=[O:12])=[C:4]2[N:3]=1.Cl.[F:17][C:18]1[CH:19]=[CH:20][C:21]([C:29]([F:32])([F:31])[F:30])=[C:22]([C@H:24]2[CH2:28][CH2:27][CH2:26][NH:25]2)[CH:23]=1.C(N(C(C)C)CC)(C)C. (3) Given the product [CH3:1][O:2][C:3]1[CH:4]=[CH:5][C:6]([CH2:7][O:8][C:9]([CH3:23])([CH3:22])[CH2:10][O:11][C:12]2[N:13]=[CH:14][C:15]([C:18]([OH:20])=[O:19])=[N:16][CH:17]=2)=[CH:24][CH:25]=1, predict the reactants needed to synthesize it. The reactants are: [CH3:1][O:2][C:3]1[CH:25]=[CH:24][C:6]([CH2:7][O:8][C:9]([CH3:23])([CH3:22])[CH2:10][O:11][C:12]2[N:13]=[CH:14][C:15]([C:18]([O:20]C)=[O:19])=[N:16][CH:17]=2)=[CH:5][CH:4]=1.[OH-].[Na+].CO.C1COCC1. (4) Given the product [C:2]1([C:9]2[CH:14]=[CH:13][CH:12]=[CH:11][CH:10]=2)[CH:7]=[CH:6][CH:5]=[C:4]([OH:8])[CH:3]=1, predict the reactants needed to synthesize it. The reactants are: Br[C:2]1[CH:3]=[C:4]([OH:8])[CH:5]=[CH:6][CH:7]=1.[C:9]1(B(O)O)[CH:14]=[CH:13][CH:12]=[CH:11][CH:10]=1.C(=O)([O-])[O-].[K+].[K+]. (5) Given the product [CH:8]([C:7]1[C:22]2[CH:23]=[C:11]([C:12]([O:15][CH3:18])=[O:13])[CH:2]=[CH:3][C:4]=2[O:5][CH:6]=1)([CH3:9])[CH3:10], predict the reactants needed to synthesize it. The reactants are: C[C:2]([CH3:11])=[CH:3][CH2:4][O:5][CH2:6][CH:7]=[C:8]([CH3:10])[CH3:9].[C:12]([O-:15])([O-])=[O:13].[Na+].[Na+].[CH:18]([O-])=O.[Na+].[CH3:22][CH2:23]OC(C)=O. (6) Given the product [Cl:18][C:12]1[C:11](=[O:13])[N:10]2[CH2:14][CH2:15][CH2:16][NH:17][C:9]2=[N:8][C:7]=1[C:4]1[CH:5]=[CH:6][N:1]=[CH:2][N:3]=1, predict the reactants needed to synthesize it. The reactants are: [N:1]1[CH:6]=[CH:5][C:4]([C:7]2[N:8]=[C:9]3[NH:17][CH2:16][CH2:15][CH2:14][N:10]3[C:11](=[O:13])[CH:12]=2)=[N:3][CH:2]=1.[Cl:18]N1C(=O)CCC1=O.